This data is from NCI-60 drug combinations with 297,098 pairs across 59 cell lines. The task is: Regression. Given two drug SMILES strings and cell line genomic features, predict the synergy score measuring deviation from expected non-interaction effect. (1) Drug 1: CN1C2=C(C=C(C=C2)N(CCCl)CCCl)N=C1CCCC(=O)O.Cl. Drug 2: C(CCl)NC(=O)N(CCCl)N=O. Cell line: MALME-3M. Synergy scores: CSS=4.48, Synergy_ZIP=-2.19, Synergy_Bliss=-1.60, Synergy_Loewe=1.76, Synergy_HSA=-0.264. (2) Drug 1: CC1CCC2CC(C(=CC=CC=CC(CC(C(=O)C(C(C(=CC(C(=O)CC(OC(=O)C3CCCCN3C(=O)C(=O)C1(O2)O)C(C)CC4CCC(C(C4)OC)O)C)C)O)OC)C)C)C)OC. Drug 2: CC1CCC2CC(C(=CC=CC=CC(CC(C(=O)C(C(C(=CC(C(=O)CC(OC(=O)C3CCCCN3C(=O)C(=O)C1(O2)O)C(C)CC4CCC(C(C4)OC)OCCO)C)C)O)OC)C)C)C)OC. Cell line: SNB-19. Synergy scores: CSS=9.58, Synergy_ZIP=-3.30, Synergy_Bliss=3.67, Synergy_Loewe=-1.06, Synergy_HSA=4.56. (3) Drug 1: CC1=CC=C(C=C1)C2=CC(=NN2C3=CC=C(C=C3)S(=O)(=O)N)C(F)(F)F. Drug 2: CC1C(C(CC(O1)OC2CC(CC3=C2C(=C4C(=C3O)C(=O)C5=C(C4=O)C(=CC=C5)OC)O)(C(=O)CO)O)N)O.Cl. Cell line: MDA-MB-435. Synergy scores: CSS=25.3, Synergy_ZIP=-0.163, Synergy_Bliss=3.27, Synergy_Loewe=-12.0, Synergy_HSA=0.340. (4) Drug 1: C1CN(CCN1C(=O)CCBr)C(=O)CCBr. Cell line: KM12. Synergy scores: CSS=23.8, Synergy_ZIP=-2.74, Synergy_Bliss=-2.73, Synergy_Loewe=-30.3, Synergy_HSA=-2.76. Drug 2: C1CN(P(=O)(OC1)NCCCl)CCCl. (5) Drug 1: CC1OCC2C(O1)C(C(C(O2)OC3C4COC(=O)C4C(C5=CC6=C(C=C35)OCO6)C7=CC(=C(C(=C7)OC)O)OC)O)O. Drug 2: CNC(=O)C1=NC=CC(=C1)OC2=CC=C(C=C2)NC(=O)NC3=CC(=C(C=C3)Cl)C(F)(F)F. Cell line: HCT116. Synergy scores: CSS=73.5, Synergy_ZIP=2.77, Synergy_Bliss=3.48, Synergy_Loewe=-0.0802, Synergy_HSA=7.78. (6) Drug 1: C1CCC(CC1)NC(=O)N(CCCl)N=O. Drug 2: CNC(=O)C1=NC=CC(=C1)OC2=CC=C(C=C2)NC(=O)NC3=CC(=C(C=C3)Cl)C(F)(F)F. Cell line: SN12C. Synergy scores: CSS=28.3, Synergy_ZIP=-5.34, Synergy_Bliss=2.73, Synergy_Loewe=-29.1, Synergy_HSA=3.59. (7) Drug 1: CC1=C(C=C(C=C1)NC2=NC=CC(=N2)N(C)C3=CC4=NN(C(=C4C=C3)C)C)S(=O)(=O)N.Cl. Drug 2: CN1C(=O)N2C=NC(=C2N=N1)C(=O)N. Cell line: DU-145. Synergy scores: CSS=-8.43, Synergy_ZIP=3.19, Synergy_Bliss=-2.65, Synergy_Loewe=-6.46, Synergy_HSA=-7.29.